Dataset: HIV replication inhibition screening data with 41,000+ compounds from the AIDS Antiviral Screen. Task: Binary Classification. Given a drug SMILES string, predict its activity (active/inactive) in a high-throughput screening assay against a specified biological target. (1) The compound is O=C1C(=Cc2ccc(O)c([N+](=O)[O-])c2)CCCC1=Cc1ccc(O)c([N+](=O)[O-])c1. The result is 0 (inactive). (2) The result is 0 (inactive). The drug is O=C1NC(=O)C(=Cc2ccc3c(c2)OCO3)C(=O)N1. (3) The molecule is N#CC(C(=NO)C(=NO)C(C#N)c1ccc(Cl)cc1)c1ccc(Cl)cc1. The result is 0 (inactive). (4) The drug is COc1c2c3c4c(c(OC)c(=O)c5c(O)cc(OC)c(c6c(OC)cc(O)c(c1=O)c63)c54)C(C(C)=O)C(C)(O)C2. The result is 0 (inactive). (5) The drug is COc1cc(N(CCC#N)CCC#N)ccc1C(N=Nc1ccc([N+](=O)[O-])cc1)=NNC(=O)c1cc(Br)ccc1O. The result is 0 (inactive). (6) The molecule is Cc1cc(N(CCC#N)S(=O)(=O)c2ccccc2)ccc1C=Nc1cccc(C(=O)O)c1. The result is 0 (inactive). (7) The molecule is CC(NC(=O)OCc1ccccc1)NC(=O)C(CC(=O)OC(C)(C)C)NC(=O)OC(C)(C)C. The result is 0 (inactive). (8) The compound is COCC(C#N)NC1CC(OC2CC(O)(C(=O)CO)Cc3c(O)c4c(c(O)c32)C(=O)c2c(OC)cccc2C4=O)OC(C)C1O. The result is 0 (inactive). (9) The molecule is Cc1cc(O)c2c(c1)C(C1c3cccc(O)c3C(=O)c3c(O)cc(C)cc31)c1cccc(O)c1C2=O. The result is 0 (inactive). (10) The compound is Sc1ncnc2c1ccc1[nH]cnc12. The result is 0 (inactive).